Predict the reactants needed to synthesize the given product. From a dataset of Full USPTO retrosynthesis dataset with 1.9M reactions from patents (1976-2016). (1) The reactants are: [Cl:1][C:2]1[CH:20]=[CH:19][C:18]([C@H:21]2[C@H:26]([O:27]CC3C=CC=CC=3)[C@@H:25]([O:35]CC3C=CC=CC=3)[C@H:24]([O:43]CC3C=CC=CC=3)[C@@H:23]([CH2:51][O:52]CC3C=CC=CC=3)[O:22]2)=[CH:17][C:3]=1[CH2:4][C:5]1[N:10]=[N:9][C:8]([C:11]2[O:12][C:13]([CH3:16])=[CH:14][N:15]=2)=[CH:7][CH:6]=1.I[Si](C)(C)C. Given the product [Cl:1][C:2]1[CH:20]=[CH:19][C:18]([C@H:21]2[C@H:26]([OH:27])[C@@H:25]([OH:35])[C@H:24]([OH:43])[C@@H:23]([CH2:51][OH:52])[O:22]2)=[CH:17][C:3]=1[CH2:4][C:5]1[N:10]=[N:9][C:8]([C:11]2[O:12][C:13]([CH3:16])=[CH:14][N:15]=2)=[CH:7][CH:6]=1, predict the reactants needed to synthesize it. (2) Given the product [Cl:1][C:2]1[CH:7]=[CH:6][C:5]([N:8]2[CH2:13][CH2:12][O:11][CH2:10][CH2:9]2)=[CH:4][C:3]=1[N:14]1[CH2:19][CH2:18][N:17]([C:20]([C:22]2[CH:27]=[CH:26][CH:25]=[C:24]([C:41]([F:44])([F:43])[F:42])[C:23]=2[Cl:29])=[O:21])[CH2:16][C:15]1=[O:30], predict the reactants needed to synthesize it. The reactants are: [Cl:1][C:2]1[CH:7]=[CH:6][C:5]([N:8]2[CH2:13][CH2:12][O:11][CH2:10][CH2:9]2)=[CH:4][C:3]=1[N:14]1[CH2:19][CH2:18][N:17]([C:20]([C:22]2[CH:27]=[CH:26][CH:25]=[C:24](Cl)[C:23]=2[Cl:29])=[O:21])[CH2:16][C:15]1=[O:30].ClC1C([C:41]([F:44])([F:43])[F:42])=CC=CC=1C(Cl)=O. (3) Given the product [Cl:5][C:6]1[CH:11]=[C:10]([N+:12]([O-:14])=[O:13])[C:9]([S:15][CH3:16])=[CH:8][C:7]=1[O:2][CH3:1], predict the reactants needed to synthesize it. The reactants are: [CH3:1][OH:2].[H-].[Na+].[Cl:5][C:6]1[CH:11]=[C:10]([N+:12]([O-:14])=[O:13])[C:9]([S:15][CH3:16])=[CH:8][C:7]=1Cl. (4) The reactants are: C([O:5][C:6]([C:8]12[CH2:15][CH2:14][CH:11]([CH:12]=[CH:13]1)[N:10]([C:16]([O:18][CH2:19][C:20]1[CH:25]=[CH:24][CH:23]=[CH:22][CH:21]=1)=[O:17])[O:9]2)=[O:7])CCC.[OH-].[Na+]. Given the product [CH2:19]([O:18][C:16]([N:10]1[CH:11]2[CH2:14][CH2:15][C:8]([C:6]([OH:7])=[O:5])([CH:13]=[CH:12]2)[O:9]1)=[O:17])[C:20]1[CH:21]=[CH:22][CH:23]=[CH:24][CH:25]=1, predict the reactants needed to synthesize it. (5) Given the product [F:11][C:12]([F:18])([F:17])[C:13]([C:6]1[CH:7]=[CH:8][C:3]([CH:1]=[CH2:2])=[CH:4][CH:5]=1)=[O:14], predict the reactants needed to synthesize it. The reactants are: [CH:1]([C:3]1[CH:8]=[CH:7][C:6]([Mg]Br)=[CH:5][CH:4]=1)=[CH2:2].[F:11][C:12]([F:18])([F:17])[C:13](OC)=[O:14]. (6) Given the product [Cl:12][C:8]1[CH:7]=[C:6]2[C:11]([C:2]([NH:21][CH:18]3[CH2:19][CH:20]4[CH:16]([CH2:15][CH:14]([NH2:22])[CH2:13]4)[CH2:17]3)=[CH:3][CH:4]=[N:5]2)=[CH:10][CH:9]=1, predict the reactants needed to synthesize it. The reactants are: Cl[C:2]1[C:11]2[C:6](=[CH:7][C:8]([Cl:12])=[CH:9][CH:10]=2)[N:5]=[CH:4][CH:3]=1.[CH2:13]1[CH:20]2[CH:16]([CH2:17][CH:18]([NH2:21])[CH2:19]2)[CH2:15][CH:14]1[NH2:22].C(N(CC)CC)C.[OH-].[Na+]. (7) Given the product [I:1][C:2]1[CH:8]=[CH:7][C:5]([N:6]2[CH:13]=[CH:14][C:15]([CH:11]=[O:10])=[CH:16]2)=[CH:4][CH:3]=1, predict the reactants needed to synthesize it. The reactants are: [I:1][C:2]1[CH:8]=[CH:7][C:5]([NH2:6])=[CH:4][CH:3]=1.C[O:10][CH:11]1[CH:15]([CH:16]=O)[CH2:14][CH:13](OC)O1. (8) Given the product [NH2:25][C:26]1[CH:34]=[C:33]([Cl:35])[CH:32]=[CH:31][C:27]=1[C:28]([NH:37][C@@H:38]([CH:46]1[CH2:47][CH2:48][CH2:49][CH2:50][CH2:51]1)[C:39]([O:41][C:42]([CH3:45])([CH3:44])[CH3:43])=[O:40])=[O:30], predict the reactants needed to synthesize it. The reactants are: CN(C(ON1N=NC2C=CC=NC1=2)=[N+](C)C)C.F[P-](F)(F)(F)(F)F.[NH2:25][C:26]1[CH:34]=[C:33]([Cl:35])[CH:32]=[CH:31][C:27]=1[C:28]([OH:30])=O.Cl.[NH2:37][C@@H:38]([CH:46]1[CH2:51][CH2:50][CH2:49][CH2:48][CH2:47]1)[C:39]([O:41][C:42]([CH3:45])([CH3:44])[CH3:43])=[O:40].C(N(C(C)C)CC)(C)C.